From a dataset of Full USPTO retrosynthesis dataset with 1.9M reactions from patents (1976-2016). Predict the reactants needed to synthesize the given product. (1) The reactants are: C[O:2][C:3](=[O:31])[C:4]1[C:9]([F:10])=[CH:8][C:7]([N:11]2[CH2:16][CH2:15][N:14]([CH3:17])[CH2:13][CH2:12]2)=[CH:6][C:5]=1[NH:18][C:19](=[O:30])[CH2:20][C:21]1[CH:29]=[CH:28][C:24]2[O:25][CH2:26][O:27][C:23]=2[CH:22]=1.CO.O.[OH-].[Li+]. Given the product [O:25]1[C:24]2[CH:28]=[CH:29][C:21]([CH2:20][C:19]([NH:18][C:5]3[CH:6]=[C:7]([N:11]4[CH2:12][CH2:13][N:14]([CH3:17])[CH2:15][CH2:16]4)[CH:8]=[C:9]([F:10])[C:4]=3[C:3]([OH:31])=[O:2])=[O:30])=[CH:22][C:23]=2[O:27][CH2:26]1, predict the reactants needed to synthesize it. (2) Given the product [F:1][C:2]1[CH:7]=[C:6]([I:8])[CH:5]=[CH:4][C:3]=1[NH:9][C:10]1[N:15]([CH3:16])[C:14](=[O:17])[N:13]([CH3:18])[C:12](=[O:19])[C:11]=1[C:20]([NH:29][CH2:30][CH2:31][OH:32])=[O:21], predict the reactants needed to synthesize it. The reactants are: [F:1][C:2]1[CH:7]=[C:6]([I:8])[CH:5]=[CH:4][C:3]=1[NH:9][C:10]1[N:15]([CH3:16])[C:14](=[O:17])[N:13]([CH3:18])[C:12](=[O:19])[C:11]=1[C:20](OC1C=CC=CC=1)=[O:21].[NH2:29][CH2:30][CH2:31][OH:32]. (3) Given the product [CH:1]1([NH:4][C:5]([NH:7][C:8]2[CH:13]=[CH:12][C:11]([O:14][C:15]3[CH:20]=[CH:19][N:18]=[C:17]4[CH:21]=[C:22]([C:24]5[CH:29]=[CH:28][C:27]([CH2:30][N:31]6[CH2:32][CH2:33][N:34]([CH2:48][C@H:49]([OH:51])[CH3:50])[CH2:35][CH2:36]6)=[CH:26][N:25]=5)[S:23][C:16]=34)=[C:10]([F:37])[CH:9]=2)=[O:6])[CH2:3][CH2:2]1, predict the reactants needed to synthesize it. The reactants are: [CH:1]1([NH:4][C:5]([NH:7][C:8]2[CH:13]=[CH:12][C:11]([O:14][C:15]3[CH:20]=[CH:19][N:18]=[C:17]4[CH:21]=[C:22]([C:24]5[CH:29]=[CH:28][C:27]([CH2:30][N:31]6[CH2:36][CH2:35][NH:34][CH2:33][CH2:32]6)=[CH:26][N:25]=5)[S:23][C:16]=34)=[C:10]([F:37])[CH:9]=2)=[O:6])[CH2:3][CH2:2]1.CCN(C(C)C)C(C)C.Cl[CH2:48][C@H:49]([OH:51])[CH3:50]. (4) Given the product [CH2:13]([O:22][C:7]1[CH:6]=[CH:5][C:4]2[C:9](=[CH:10][CH:11]=[C:2]([Br:1])[CH:3]=2)[CH:8]=1)[C:14]1[CH:19]=[CH:18][CH:17]=[CH:16][CH:15]=1, predict the reactants needed to synthesize it. The reactants are: [Br:1][C:2]1[CH:3]=[C:4]2[C:9](=[CH:10][CH:11]=1)[C:8](O)=[CH:7][CH:6]=[CH:5]2.[CH2:13](Cl)[C:14]1[CH:19]=[CH:18][CH:17]=[CH:16][CH:15]=1.C(=O)([O-])[O-:22].[K+].[K+].[I-].[Na+]. (5) Given the product [C:2]([C:4]1[CH:9]=[CH:8][C:7]([NH:10][C:17]([C:14]2[CH:15]=[CH:16][C:11]([C:20]3[CH:21]=[CH:22][CH:23]=[CH:24][CH:25]=3)=[CH:12][CH:13]=2)=[O:18])=[CH:6][CH:5]=1)(=[O:3])[CH3:1], predict the reactants needed to synthesize it. The reactants are: [CH3:1][C:2]([C:4]1[CH:9]=[CH:8][C:7]([NH2:10])=[CH:6][CH:5]=1)=[O:3].[C:11]1([C:20]2[CH:25]=[CH:24][CH:23]=[CH:22][CH:21]=2)[CH:16]=[CH:15][C:14]([C:17](Cl)=[O:18])=[CH:13][CH:12]=1.C(N(CC)CC)C. (6) Given the product [CH2:49]([O:51][C:52](=[O:55])[CH2:53][NH:54][C:21](=[O:23])[C:20]1[CH:19]=[CH:18][C:17]([O:10][C:11]2[CH:12]=[CH:13][CH:14]=[CH:15][CH:16]=2)=[CH:25][CH:24]=1)[CH3:50], predict the reactants needed to synthesize it. The reactants are: CCN(C(C)C)C(C)C.[O:10]([C:17]1[CH:25]=[CH:24][C:20]([C:21]([OH:23])=O)=[CH:19][CH:18]=1)[C:11]1[CH:16]=[CH:15][CH:14]=[CH:13][CH:12]=1.C1C=CC2N(O)N=NC=2C=1.CCN=C=NCCCN(C)C.Cl.Cl.[CH2:49]([O:51][C:52](=[O:55])[CH2:53][NH2:54])[CH3:50]. (7) Given the product [Si:1]([O:18][CH2:19][C:20]1[C:25]([N:26]2[CH2:31][C@H:30]([CH3:32])[O:29][C@H:28]([CH3:33])[CH2:27]2)=[C:24]([F:34])[C:23]([F:35])=[C:22]([CH:42]([C:41]2[N:37]([CH3:36])[CH:38]=[N:39][CH:40]=2)[OH:43])[CH:21]=1)([C:14]([CH3:16])([CH3:17])[CH3:15])([C:2]1[CH:7]=[CH:6][CH:5]=[CH:4][CH:3]=1)[C:8]1[CH:13]=[CH:12][CH:11]=[CH:10][CH:9]=1, predict the reactants needed to synthesize it. The reactants are: [Si:1]([O:18][CH2:19][C:20]1[C:25]([N:26]2[CH2:31][C@H:30]([CH3:32])[O:29][C@H:28]([CH3:33])[CH2:27]2)=[C:24]([F:34])[C:23]([F:35])=[CH:22][CH:21]=1)([C:14]([CH3:17])([CH3:16])[CH3:15])([C:8]1[CH:13]=[CH:12][CH:11]=[CH:10][CH:9]=1)[C:2]1[CH:7]=[CH:6][CH:5]=[CH:4][CH:3]=1.[CH3:36][N:37]1[C:41]([CH:42]=[O:43])=[CH:40][N:39]=[CH:38]1.C([Li])(CC)C.